This data is from Catalyst prediction with 721,799 reactions and 888 catalyst types from USPTO. The task is: Predict which catalyst facilitates the given reaction. (1) Reactant: [F:1][C:2]1[CH:3]=[C:4]([C:19]([CH3:21])=[CH2:20])[C:5]2[CH:6]=[C:7]3[CH:13]([CH2:14][C:15]([O:17][CH3:18])=[O:16])[CH2:12][CH2:11][N:8]3[C:9]=2[CH:10]=1. Product: [F:1][C:2]1[CH:3]=[C:4]([CH:19]([CH3:21])[CH3:20])[C:5]2[CH:6]=[C:7]3[CH:13]([CH2:14][C:15]([O:17][CH3:18])=[O:16])[CH2:12][CH2:11][N:8]3[C:9]=2[CH:10]=1. The catalyst class is: 50. (2) Reactant: CS(O)(=O)=O.[NH2:6][CH2:7][C:8]1[CH:9]=[C:10]2[C:14](=[CH:15][CH:16]=1)[C:13](=[O:17])[N:12]([CH:18]1[CH2:23][CH2:22][C:21](=[O:24])[NH:20][C:19]1=[O:25])[CH2:11]2.[Cl:26][C:27]1[CH:28]=[C:29]([C:34]([F:39])([F:38])[C:35](O)=[O:36])[CH:30]=[CH:31][C:32]=1[CH3:33].C(N(CC)C(C)C)(C)C.F[P-](F)(F)(F)(F)F.CN(C(N(C)C)=[N+]1C2C(=NC=CC=2)[N+]([O-])=N1)C. Product: [Cl:26][C:27]1[CH:28]=[C:29]([C:34]([F:38])([F:39])[C:35]([NH:6][CH2:7][C:8]2[CH:9]=[C:10]3[C:14](=[CH:15][CH:16]=2)[C:13](=[O:17])[N:12]([CH:18]2[CH2:23][CH2:22][C:21](=[O:24])[NH:20][C:19]2=[O:25])[CH2:11]3)=[O:36])[CH:30]=[CH:31][C:32]=1[CH3:33]. The catalyst class is: 35. (3) Reactant: I[C:2]1[C:10]2[C:5](=[N:6][CH:7]=[N:8][C:9]=2[NH2:11])[NH:4][N:3]=1.[F:12][C:13]([F:25])([F:24])[O:14][C:15]1[CH:16]=[C:17](B(O)O)[CH:18]=[CH:19][CH:20]=1.C(=O)([O-])[O-].[Na+].[Na+].ClCCl. Product: [F:12][C:13]([F:24])([F:25])[O:14][C:15]1[CH:20]=[C:19]([C:2]2[C:10]3[C:5](=[N:6][CH:7]=[N:8][C:9]=3[NH2:11])[NH:4][N:3]=2)[CH:18]=[CH:17][CH:16]=1. The catalyst class is: 615. (4) Reactant: [Cl:1][C:2]1[C:7]([C:8]2[CH:9]=[N:10][C:11]([C:16]([F:19])([F:18])[F:17])=[CH:12][C:13]=2[C:14]#[N:15])=[CH:6][C:5]([S:20](Cl)(=[O:22])=[O:21])=[C:4]([O:24][CH3:25])[CH:3]=1.N1C=CC=CC=1.[CH3:32][NH:33][C:34]1[CH:39]=[CH:38][CH:37]=[CH:36][CH:35]=1.Cl. Product: [Cl:1][C:2]1[C:7]([C:8]2[CH:9]=[N:10][C:11]([C:16]([F:19])([F:18])[F:17])=[CH:12][C:13]=2[C:14]#[N:15])=[CH:6][C:5]([S:20]([N:33]([CH3:32])[C:34]2[CH:39]=[CH:38][CH:37]=[CH:36][CH:35]=2)(=[O:22])=[O:21])=[C:4]([O:24][CH3:25])[CH:3]=1. The catalyst class is: 4. (5) Reactant: [CH:1]1([C:4]2[C:8]3[CH2:9][CH2:10][C:11]4[N:12]=[C:13]([NH:16][C:17](=[O:19])[CH3:18])[S:14][C:15]=4[C:7]=3[N:6]([CH:20]3[CH2:25][CH2:24][NH:23][CH2:22][CH2:21]3)[N:5]=2)[CH2:3][CH2:2]1.[N:26]1([C:35]([O:37][C:38]([CH3:41])([CH3:40])[CH3:39])=[O:36])[CH2:31][CH2:30][CH:29]([C:32]([O-])=[O:33])[CH2:28][CH2:27]1.F[B-](F)(F)F.N1(OC(N(C)C)=[N+](C)C)C2C=CC=CC=2N=N1.C(N(CC)CC)C. Product: [C:17]([NH:16][C:13]1[S:14][C:15]2[C:7]3[N:6]([CH:20]4[CH2:21][CH2:22][N:23]([C:32]([CH:29]5[CH2:30][CH2:31][N:26]([C:35]([O:37][C:38]([CH3:41])([CH3:40])[CH3:39])=[O:36])[CH2:27][CH2:28]5)=[O:33])[CH2:24][CH2:25]4)[N:5]=[C:4]([CH:1]4[CH2:2][CH2:3]4)[C:8]=3[CH2:9][CH2:10][C:11]=2[N:12]=1)(=[O:19])[CH3:18]. The catalyst class is: 4. (6) Reactant: [NH2:1][C:2]([NH2:4])=[S:3].[H-].[Na+].[CH3:7][C:8]([O:11][C:12](O[C:12]([O:11][C:8]([CH3:10])([CH3:9])[CH3:7])=[O:13])=[O:13])([CH3:10])[CH3:9].ClCCl. Product: [C:12]([NH:1][C:2]([NH2:4])=[S:3])([O:11][C:8]([CH3:10])([CH3:9])[CH3:7])=[O:13]. The catalyst class is: 1. (7) The catalyst class is: 3. Product: [Cl:1][C:2]1[N:7]=[CH:6][C:5]([C:8]2[S:9][CH:10]=[C:11]([C:13]([N:20]3[CH2:25][CH2:24][CH2:23][CH:22]([OH:26])[CH2:21]3)=[O:15])[N:12]=2)=[C:4]([NH:16][CH:17]([CH3:19])[CH3:18])[CH:3]=1. Reactant: [Cl:1][C:2]1[N:7]=[CH:6][C:5]([C:8]2[S:9][CH:10]=[C:11]([C:13]([OH:15])=O)[N:12]=2)=[C:4]([NH:16][CH:17]([CH3:19])[CH3:18])[CH:3]=1.[NH:20]1[CH2:25][CH2:24][CH2:23][CH:22]([OH:26])[CH2:21]1.CCN(C(C)C)C(C)C.CN(C(ON1N=NC2C=CC=NC1=2)=[N+](C)C)C.F[P-](F)(F)(F)(F)F. (8) Reactant: FC(F)(F)[C:3]([OH:5])=[O:4].[N:8]1([C:14]2[CH:15]=[C:16]([C:20](=[O:22])[CH3:21])[CH:17]=[CH:18][CH:19]=2)[CH2:13][CH2:12][NH:11][CH2:10][CH2:9]1.[C:23]([O:27][C:28](=[O:39])/[CH:29]=[CH:30]/[C:31]1[CH:36]=[CH:35][CH:34]=[C:33]([CH:37]=O)[N:32]=1)([CH3:26])([CH3:25])[CH3:24].[OH-].[K+]. Product: [C:23]([O:27][C:28](=[O:39])/[CH:29]=[CH:30]/[C:31]1[CH:36]=[CH:35][CH:34]=[C:33](/[CH:37]=[CH:21]/[C:20]([C:16]2[CH:17]=[CH:18][CH:19]=[C:14]([N:8]3[CH2:13][CH2:12][N:11]([C:3]([O:5][C:16]([CH3:20])([CH3:17])[CH3:15])=[O:4])[CH2:10][CH2:9]3)[CH:15]=2)=[O:22])[N:32]=1)([CH3:26])([CH3:25])[CH3:24]. The catalyst class is: 1. (9) Reactant: CO[C:3](=[O:29])[C:4]1[CH:9]=[CH:8][C:7]([CH3:10])=[C:6]([N:11]2[C:16](=[O:17])[C:15]([Cl:18])=[C:14]([O:19][CH2:20][C:21]3[CH:26]=[CH:25][CH:24]=[C:23]([CH3:27])[N:22]=3)[N:13]=[C:12]2[CH3:28])[CH:5]=1.[OH-].[Na+].[C:32](N1C=CN=C1)(N1C=CN=C1)=O.Cl.[CH3:45][N:46](C)[OH:47].C(N(CC)CC)C. Product: [Cl:18][C:15]1[C:16](=[O:17])[N:11]([C:6]2[CH:5]=[C:4]([CH:9]=[CH:8][C:7]=2[CH3:10])[C:3]([N:46]([O:47][CH3:32])[CH3:45])=[O:29])[C:12]([CH3:28])=[N:13][C:14]=1[O:19][CH2:20][C:21]1[CH:26]=[CH:25][CH:24]=[C:23]([CH3:27])[N:22]=1. The catalyst class is: 7. (10) Reactant: Br[C:2]1[C:3]([O:19][CH3:20])=[CH:4][C:5]([O:17][CH3:18])=[C:6]([C:8]2[C:12]3[CH:13]=[CH:14][CH:15]=[CH:16][C:11]=3[O:10][N:9]=2)[CH:7]=1.C([Li])CCC.CN([CH:29]=[O:30])C.[Cl-].[NH4+]. Product: [O:10]1[C:11]2[CH:16]=[CH:15][CH:14]=[CH:13][C:12]=2[C:8]([C:6]2[C:5]([O:17][CH3:18])=[CH:4][C:3]([O:19][CH3:20])=[C:2]([CH:7]=2)[CH:29]=[O:30])=[N:9]1. The catalyst class is: 134.